Dataset: Peptide-MHC class II binding affinity with 134,281 pairs from IEDB. Task: Regression. Given a peptide amino acid sequence and an MHC pseudo amino acid sequence, predict their binding affinity value. This is MHC class II binding data. (1) The binding affinity (normalized) is 0.544. The peptide sequence is AFILDGDNLFRKV. The MHC is HLA-DQA10501-DQB10201 with pseudo-sequence HLA-DQA10501-DQB10201. (2) The peptide sequence is FGMVTLLGSALLSVL. The MHC is HLA-DQA10501-DQB10201 with pseudo-sequence HLA-DQA10501-DQB10201. The binding affinity (normalized) is 0.273. (3) The peptide sequence is DHTNFKYNYSVIEGG. The MHC is DRB4_0101 with pseudo-sequence DRB4_0103. The binding affinity (normalized) is 0.198. (4) The peptide sequence is PKGAPCRIPVIVADD. The MHC is DRB1_1302 with pseudo-sequence DRB1_1302. The binding affinity (normalized) is 0.